From a dataset of Drug-target binding data from BindingDB using Ki measurements. Regression. Given a target protein amino acid sequence and a drug SMILES string, predict the binding affinity score between them. We predict pKi (pKi = -log10(Ki in M); higher means stronger inhibition). Dataset: bindingdb_ki. (1) The compound is O=C(CN1CCN(C(=O)c2ccco2)CC1)Nc1cc(C(F)(F)F)ccc1Cl. The pKi is 5.2. The target protein sequence is MCGNTMSVPLLTDAATVSGAERETAAVIFLHGLGDTGHSWADALSTIRLPHVKYICPHAPRIPVTLNMKMVMPSWFDIMGLSPDSPEDEAGIKKAAENIKALIEHEMKNGIPANRIVLGGFSQGGALSLYTALTCPHPLAGIVALSCWLPLHRAFPQAANGSAKDLAILQCHGELDPMVPVRFGALTAEKLRSVVTPARVQFKTYPGVMHSSCPQEMAAVKEFLEKLLPPV. (2) The drug is CCCCCn1cc(C(=O)NC23CC4CC(C)(CC(C)(C4)C2)C3)c(=O)c2c(C)nn(C)c21. The target protein (P21554) has sequence MKSILDGLADTTFRTITTDLLYVGSNDIQYEDIKGDMASKLGYFPQKFPLTSFRGSPFQEKMTAGDNPQLVPADQVNITEFYNKSLSSFKENEENIQCGENFMDIECFMVLNPSQQLAIAVLSLTLGTFTVLENLLVLCVILHSRSLRCRPSYHFIGSLAVADLLGSVIFVYSFIDFHVFHRKDSRNVFLFKLGGVTASFTASVGSLFLTAIDRYISIHRPLAYKRIVTRPKAVVAFCLMWTIAIVIAVLPLLGWNCEKLQSVCSDIFPHIDETYLMFWIGVTSVLLLFIVYAYMYILWKAHSHAVRMIQRGTQKSIIIHTSEDGKVQVTRPDQARMDIRLAKTLVLILVVLIICWGPLLAIMVYDVFGKMNKLIKTVFAFCSMLCLLNSTVNPIIYALRSKDLRHAFRSMFPSCEGTAQPLDNSMGDSDCLHKHANNAASVHRAAESCIKSTVKIAKVTMSVSTDTSAEAL. The pKi is 6.0. (3) The drug is CN1CCC[C@H]1c1cccnc1. The target protein (P12392) has sequence MRGTPLLLVSLFSLLQDGDCRLANAEEKLMDDLLNKTRYNNLIRPATSSSQLISIRLELSLSQLISVNEREQIMTTSIWLKQEWTDYRLAWNSSCYEGVNILRIPAKRVWLPDIVLYNNADGTYEVSVYTNVIVRSNGSIQWLPPAIYKSACKIEVKHFPFDQQNCTLKFRSWTYDHTEIDMVLKSPTAIMDDFTPSGEWDIVALPGRRTVNPQDPSYVDVTYDFIIKRKPLFYTINLIIPCVLITSLAILVFYLPSDCGEKMTLCISVLLALTFFLLLISKIVPPTSLDIPLIGKYLLFTMVLVTFSIVTTVCVLNVHHRSPSTHTMASWVKECFLHKLPTFLFMKRPGLEVSLVRVPHPSQLHLATADTAATSALGPTSPSNLYGSSMYFVNPVPAAPKSAVSSHTAGLPRDARLRSSGRFREDLQEALEGVSFIAQHLESDDRDQSVIEDWKFVAMVVDRLFLWVFVFVCILGTMGLFLPPLFQIHAPSKDS. The pKi is 7.1. (4) The small molecule is O=CN(O)CCCP(=O)(O)O. The target protein (Q55663) has sequence MVKRISILGSTGSIGTQTLDIVTHHPDAFQVVGLAAGGNVALLAQQVAEFRPEIVAIRQAEKLEDLKAAVAELTDYQPMYVVGEEGVVEVARYGDAESVVTGIVGCAGLLPTMAAIAAGKDIALANKETLIAGAPVVLPLVEKMGVKLLPADSEHSAIFQCLQGVPEGGLRRIILTASGGAFRDLPVERLPFVTVQDALKHPNWSMGQKITIDSATLMNKGLEVIEAHYLFGLDYDHIDIVIHPQSIIHSLIEVQDTSVLAQLGWPDMRLPLLYALSWPERIYTDWEPLDLVKAGSLSFREPDHDKYPCMQLAYGAGRAGGAMPAVLNAANEQAVALFLQEKISFLDIPRLIEKTCDLYVGQNTASPDLETILAADQWARRTVLENSACVATRP. The pKi is 7.7. (5) The compound is CO[C@@]12CC[C@@]3(C[C@@H]1[C@@](C)(O)C(C)(C)C)[C@H]1Cc4ccc(O)c5c4[C@@]3(CCN1CC1CC1)[C@H]2O5. The target is MLLARMKPQVQPELGGADQ. The pKi is 5.0. (6) The small molecule is Clc1cccc(OC[C@@H]2CN(CCN3CCc4ccccc43)CCO2)c1. The target protein (P34968) has sequence MVNLGTAVRSLLVHLIGLLVWQFDISISPVAAIVTDTFNSSDGGRLFQFPDGVQNWPALSIVVIIIMTIGGNILVIMAVSMEKKLHNATNYFLMSLAIADMLVGLLVMPLSLLAILYDYVWPLPRYLCPVWISLDVLFSTASIMHLCAISLDRYVAIRNPIEHSRFNSRTKAIMKIAIVWAISIGVSVPIPVIGLRDESKVFVNNTTCVLNDPNFVLIGSFVAFFIPLTIMVITYFLTIYVLRRQTLMLLRGHTEEELRNISLNFLKCCCKKGDEEENAPNPNPDQKPRRKKKEKRPRGTMQAINNEKKASKVLGIVFFVFLIMWCPFFITNILSVLCGKACNQKLMEKLLNVFVWIGYVCSGINPLVYTLFNKIYRRAFSKYLRCDYKPDKKPPVRQIPRVAATALSGRELNVNIYRHTNERVVRKANDTEPGIEMQVENLELPVNPSNVVSERISSV. The pKi is 5.5. (7) The compound is O=C(NO)[C@H](O)[C@H](O)COP(=O)(O)O. The target protein (P00349) has sequence MAQADIALIGLAVMGQNLILNMNDHGFVVCAFNRTVSKVDDFLANEAKGTKVLGAHSLEEMVSKLKKPRRIILLVKAGQAVDNFIEKLVPLLDIGDIIIDGGNSEYRDTMRRCRDLKDKGILFVGSGVSGGEDGARYGPSLMPGGNKEAWPHIKAIFQGIAAKVGTGEPCCDWVGDDGAGHFVKMVHNGIEYGDMQLICEAYHLMKDVLGLGHKEMAKAFEEWNKTELDSFLIEITASILKFQDADGKHLLPKIRDSAGQKGTGKWTAISALEYGVPVTLIGEAVFARCLSSLKDERIQASKKLKGPQNIPFEGDKKSFLEDIRKALYASKIISYAQGFMLLRQAATEFGWTLNYGGIALMWRGGCIIRSVFLGKIKDAFDRNPGLQNLLLDDFFKSAVENCQDSWRRAISTGVQAGIPMPCFTTALSFYDGYRHAMLPANLIQAQRDYFGAHTYELLAKPGQFIHTNWTGHGGSVSSSSYNA. The pKi is 5.6.